From a dataset of Full USPTO retrosynthesis dataset with 1.9M reactions from patents (1976-2016). Predict the reactants needed to synthesize the given product. (1) Given the product [P:1]([Cl:6])([Cl:5])([O-:3])=[O:2].[CH3:4][N+:7]1[CH:12]=[CH:11][CH:10]=[CH:9][CH:8]=1, predict the reactants needed to synthesize it. The reactants are: [P:1]([Cl:6])([Cl:5])([O:3][CH3:4])=[O:2].[N:7]1[CH:12]=[CH:11][CH:10]=[CH:9][CH:8]=1. (2) The reactants are: Cl[C:2]1[N:7]=[CH:6][N:5]=[C:4]([C:8]([NH:10][C:11]2[CH:16]=[CH:15][C:14]([OH:17])=[CH:13][C:12]=2C)=[O:9])[CH:3]=1.ClC1N=CN=C(C(NC2C=CC(O)=CC=2)=O)C=1.C(N(C(C)C)C(C)C)C.[NH2:45][C:46]1[C:47]([CH3:52])=[CH:48][CH:49]=[CH:50][CH:51]=1. Given the product [OH:17][C:14]1[CH:13]=[CH:12][C:11]([NH:10][C:8]([C:4]2[CH:3]=[C:2]([NH:45][C:46]3[CH:51]=[CH:50][CH:49]=[CH:48][C:47]=3[CH3:52])[N:7]=[CH:6][N:5]=2)=[O:9])=[CH:16][CH:15]=1, predict the reactants needed to synthesize it.